This data is from Reaction yield outcomes from USPTO patents with 853,638 reactions. The task is: Predict the reaction yield, written as a fraction of the theoretical maximum amount of product (1.0 means a 100% yield; for example, 0.34 means a 34% yield). (1) The reactants are [CH3:1][O:2][C:3]1[CH:4]=[C:5]2[C:10](=[CH:11][CH:12]=1)[C:9]([OH:13])=[C:8]([C:14]1[CH:19]=[CH:18][CH:17]=[CH:16][CH:15]=1)[C:7]([CH2:20][CH2:21][C:22]([F:25])([F:24])[F:23])=[CH:6]2.[H-].[Na+].F[C:29]1[CH:36]=[CH:35][C:32]([CH:33]=[O:34])=[CH:31][CH:30]=1. The catalyst is CN(C=O)C. The product is [CH3:1][O:2][C:3]1[CH:4]=[C:5]2[C:10](=[CH:11][CH:12]=1)[C:9]([O:13][C:29]1[CH:36]=[CH:35][C:32]([CH:33]=[O:34])=[CH:31][CH:30]=1)=[C:8]([C:14]1[CH:19]=[CH:18][CH:17]=[CH:16][CH:15]=1)[C:7]([CH2:20][CH2:21][C:22]([F:24])([F:23])[F:25])=[CH:6]2. The yield is 0.710. (2) The reactants are [NH2:1][C:2]1[CH:21]=[CH:20][CH:19]=[CH:18][C:3]=1[C:4]([NH:6][C:7]1[CH:17]=[CH:16][C:10]2[O:11][C:12]([F:15])([F:14])[O:13][C:9]=2[CH:8]=1)=[O:5].Cl[CH2:23][C:24]1[CH:29]=[CH:28][N:27]=[C:26]([NH2:30])[CH:25]=1.O=O.[Na+].[I-].[Al]. The catalyst is CN(C=O)C.C(OCC)(=O)C.C(Cl)Cl.C(C1C=C(C)C=C(C(C)(C)C)C=1O)(C)(C)C. The product is [NH2:30][C:26]1[CH:25]=[C:24]([CH2:23][NH:1][C:2]2[CH:21]=[CH:20][CH:19]=[CH:18][C:3]=2[C:4]([NH:6][C:7]2[CH:17]=[CH:16][C:10]3[O:11][C:12]([F:15])([F:14])[O:13][C:9]=3[CH:8]=2)=[O:5])[CH:29]=[CH:28][N:27]=1. The yield is 0.510. (3) The reactants are [Cl:1][C:2]1[CH:7]=[CH:6][C:5]([CH:8]2[C:10]3([C:18]4[C:13](=[CH:14][CH:15]=[CH:16][CH:17]=4)[NH:12][C:11]3=[O:19])[CH2:9]2)=[CH:4][CH:3]=1.ClC1C=[CH:25][C:24]([C@H:27]2[C@@:29]3(C4C(=CC=CC=4)N[C:30]3=[O:38])[CH2:28]2)=CC=1.[H-].[Na+].BrCC1CCOCC1. The catalyst is CN(C=O)C. The product is [Cl:1][C:2]1[CH:3]=[CH:4][C:5]([C@H:8]2[C@@:10]3([C:18]4[C:13](=[CH:14][CH:15]=[CH:16][CH:17]=4)[N:12]([CH2:28][CH:27]4[CH2:29][CH2:30][O:38][CH2:25][CH2:24]4)[C:11]3=[O:19])[CH2:9]2)=[CH:6][CH:7]=1. The yield is 0.700. (4) The reactants are [F:1][C:2]1[CH:7]=[CH:6][CH:5]=[CH:4][C:3]=1[C:8]1[NH:16][C:11]2=[CH:12][N:13]=[CH:14][CH:15]=[C:10]2[CH:9]=1.[OH-:17].[Na+].[F:19][C:20]([F:31])([F:30])[O:21][C:22]1[CH:29]=[CH:28][C:25]([CH2:26]Cl)=[CH:24][CH:23]=1.CN([CH:35]=[O:36])C. No catalyst specified. The product is [F:31][C:20]([F:19])([F:30])[C:35]([O-:36])=[O:17].[F:1][C:2]1[CH:7]=[CH:6][CH:5]=[CH:4][C:3]=1[C:8]1[CH:9]=[C:10]2[CH:15]=[CH:14][N:13]([CH2:26][C:25]3[CH:28]=[CH:29][C:22]([O:21][C:20]([F:19])([F:30])[F:31])=[CH:23][CH:24]=3)[CH:12]=[C:11]2[NH+:16]=1. The yield is 0.0800. (5) The reactants are [CH2:1]1[CH:5]2[CH2:6][NH:7][CH2:8][CH:4]2[CH2:3][N:2]1[C:9]1[N:14]=[C:13]([C:15]([F:18])([F:17])[F:16])[N:12]=[C:11]([N:19]([CH3:21])[CH3:20])[CH:10]=1.[F:22][C:23]1[CH:24]=[CH:25][C:26]([N:32]2[N:36]=[CH:35][CH:34]=[N:33]2)=[C:27]([CH:31]=1)[C:28](O)=[O:29].CN(C(ON1N=NC2C=CC=NC1=2)=[N+](C)C)C.F[P-](F)(F)(F)(F)F.CCN(C(C)C)C(C)C. The catalyst is CN(C=O)C.C(OCC)(=O)C. The product is [F:22][C:23]1[CH:24]=[CH:25][C:26]([N:32]2[N:36]=[CH:35][CH:34]=[N:33]2)=[C:27]([C:28]([N:7]2[CH2:6][CH:5]3[CH2:1][N:2]([C:9]4[N:14]=[C:13]([C:15]([F:18])([F:17])[F:16])[N:12]=[C:11]([N:19]([CH3:21])[CH3:20])[CH:10]=4)[CH2:3][CH:4]3[CH2:8]2)=[O:29])[CH:31]=1. The yield is 0.516. (6) The reactants are [NH2:1][C:2]1[C:7]([O:8][CH:9]2[C:13]3([CH2:15][CH2:14]3)[CH2:12][N:11]([C:16]([O:18][C:19]([CH3:22])([CH3:21])[CH3:20])=[O:17])[CH2:10]2)=[CH:6][C:5]([C:23]#[N:24])=[CH:4][N:3]=1.[OH-:25].[Li+].OO. The catalyst is CO.O.[Cl-].[Na+].O. The product is [NH2:1][C:2]1[C:7]([O:8][CH:9]2[C:13]3([CH2:15][CH2:14]3)[CH2:12][N:11]([C:16]([O:18][C:19]([CH3:21])([CH3:20])[CH3:22])=[O:17])[CH2:10]2)=[CH:6][C:5]([C:23](=[O:25])[NH2:24])=[CH:4][N:3]=1. The yield is 0.570. (7) The reactants are [OH-:1].[K+].Cl[C:4]1[CH:13]=[CH:12][C:11]([N+:14]([O-:16])=[O:15])=[C:10]2[C:5]=1[CH:6]=[CH:7][CH:8]=[N:9]2. The catalyst is CCO.O. The product is [N+:14]([C:11]1[C:10]2[N:9]=[CH:8][CH:7]=[CH:6][C:5]=2[C:4]([OH:1])=[CH:13][CH:12]=1)([O-:16])=[O:15]. The yield is 0.680. (8) The reactants are [NH2:1][C:2]1[N:7]=[CH:6][N:5]=[C:4]2[N:8]([CH:30]3[CH2:35][CH2:34][CH2:33][N:32]([C:36](=[O:40])[CH2:37][C:38]#[N:39])[CH2:31]3)[N:9]=[C:10]([C:11]3[CH:16]=[CH:15][C:14]([NH:17][C:18](=[O:29])[C:19]4[CH:24]=[CH:23][C:22]([C:25]([F:28])([F:27])[F:26])=[CH:21][CH:20]=4)=[CH:13][CH:12]=3)[C:3]=12.[CH3:41][C:42]([CH3:46])([CH3:45])[CH:43]=O.N1CCCCC1. The catalyst is CO. The product is [NH2:1][C:2]1[N:7]=[CH:6][N:5]=[C:4]2[N:8]([CH:30]3[CH2:35][CH2:34][CH2:33][N:32]([C:36](=[O:40])[C:37]([C:38]#[N:39])=[CH:41][C:42]([CH3:46])([CH3:45])[CH3:43])[CH2:31]3)[N:9]=[C:10]([C:11]3[CH:12]=[CH:13][C:14]([NH:17][C:18](=[O:29])[C:19]4[CH:20]=[CH:21][C:22]([C:25]([F:28])([F:27])[F:26])=[CH:23][CH:24]=4)=[CH:15][CH:16]=3)[C:3]=12. The yield is 0.270. (9) The reactants are [Cl:1][C:2]1[CH:7]=[CH:6][C:5]([CH:8]([CH2:13][NH:14][CH2:15][C:16]([F:19])([F:18])[F:17])[C:9]([O:11]C)=[O:10])=[CH:4][CH:3]=1.O([Si](C)(C)C)[K:21]. The catalyst is C1COCC1.CCOCC. The product is [Cl:1][C:2]1[CH:3]=[CH:4][C:5]([CH:8]([CH2:13][NH:14][CH2:15][C:16]([F:17])([F:18])[F:19])[C:9]([O-:11])=[O:10])=[CH:6][CH:7]=1.[K+:21]. The yield is 1.18. (10) The reactants are Br[C:2]1[CH:16]=[CH:15][C:5]([CH2:6][O:7][Si:8]([C:11]([CH3:14])([CH3:13])[CH3:12])([CH3:10])[CH3:9])=[CH:4][CH:3]=1.C([Li])CCC.CCCCCC.CN([CH:31]=[O:32])C. The catalyst is C1COCC1. The product is [Si:8]([O:7][CH2:6][C:5]1[CH:15]=[CH:16][C:2]([CH:31]=[O:32])=[CH:3][CH:4]=1)([C:11]([CH3:14])([CH3:13])[CH3:12])([CH3:10])[CH3:9]. The yield is 0.920.